From a dataset of Peptide-MHC class I binding affinity with 185,985 pairs from IEDB/IMGT. Regression. Given a peptide amino acid sequence and an MHC pseudo amino acid sequence, predict their binding affinity value. This is MHC class I binding data. (1) The peptide sequence is GSTAEQLSK. The MHC is HLA-A11:01 with pseudo-sequence HLA-A11:01. The binding affinity (normalized) is 0.756. (2) The peptide sequence is QAISPRTLNAW. The MHC is HLA-A30:02 with pseudo-sequence HLA-A30:02. The binding affinity (normalized) is 0.145. (3) The binding affinity (normalized) is 0.403. The MHC is HLA-A02:06 with pseudo-sequence HLA-A02:06. The peptide sequence is TQIGCTLNF. (4) The peptide sequence is RRFFPYHV. The MHC is HLA-B27:05 with pseudo-sequence HLA-B27:05. The binding affinity (normalized) is 0.196. (5) The peptide sequence is IPYHIVNIV. The MHC is HLA-B27:05 with pseudo-sequence HLA-B27:05. The binding affinity (normalized) is 0.0847.